Dataset: Forward reaction prediction with 1.9M reactions from USPTO patents (1976-2016). Task: Predict the product of the given reaction. (1) The product is: [OH:10][S:8]([C:11]([F:14])([F:13])[F:12])(=[O:9])=[O:7].[CH3:6][CH:2]1[CH2:3][CH2:4][CH2:5][S:1]1. Given the reactants [S:1]1[CH2:5][CH2:4][CH2:3][CH2:2]1.[CH3:6][O:7][S:8]([C:11]([F:14])([F:13])[F:12])(=[O:10])=[O:9], predict the reaction product. (2) Given the reactants [F:1][C:2]([F:7])([F:6])[C:3]([OH:5])=[O:4].[F:8][C:9]([F:14])([F:13])[C:10]([OH:12])=[O:11].F[C:16](F)(F)[C:17](O)=O.[Cl:22][C:23]1[CH:24]=[N:25][C:26]2[NH:27][C:28]3[CH:29]=[N:30][CH:31]=[C:32]([CH:54]=3)[CH2:33][CH2:34][C:35]3[CH:43]=[C:39]([NH:40][C:41]=1[N:42]=2)[CH:38]=[CH:37][C:36]=3[NH:44][C:45](=[O:53])[CH2:46][CH:47]1[CH2:52][CH2:51][NH:50][CH2:49][CH2:48]1.[N:55]([C:58]1[C:59]([CH3:64])=NOC=1C)=[C:56]=[O:57], predict the reaction product. The product is: [F:1][C:2]([F:7])([F:6])[C:3]([OH:5])=[O:4].[F:8][C:9]([F:14])([F:13])[C:10]([OH:12])=[O:11].[CH2:58]([NH:55][C:56]([N:50]1[CH2:51][CH2:52][CH:47]([CH2:46][C:45]([NH:44][C:36]2[CH:37]=[CH:38][C:39]3[NH:40][C:41]4[N:42]=[C:26]([NH:27][C:28]5[CH:29]=[N:30][CH:31]=[C:32]([CH:54]=5)[CH2:33][CH2:34][C:35]=2[CH:43]=3)[N:25]=[CH:24][C:23]=4[Cl:22])=[O:53])[CH2:48][CH2:49]1)=[O:57])[C:59]1[CH:64]=[CH:3][CH:2]=[CH:17][CH:16]=1.